Task: Predict the product of the given reaction.. Dataset: Forward reaction prediction with 1.9M reactions from USPTO patents (1976-2016) Given the reactants C(=O)([O-])[O-].[K+].[K+].Br[CH2:8][C:9]([O:11][CH2:12][CH3:13])=[O:10].C(#N)C.[OH:17][C:18]1[CH:26]=[CH:25][C:21]([C:22]([NH2:24])=[O:23])=[CH:20][CH:19]=1, predict the reaction product. The product is: [CH2:12]([O:11][C:9](=[O:10])[CH2:8][O:17][C:18]1[CH:26]=[CH:25][C:21]([C:22]([NH2:24])=[O:23])=[CH:20][CH:19]=1)[CH3:13].